This data is from Forward reaction prediction with 1.9M reactions from USPTO patents (1976-2016). The task is: Predict the product of the given reaction. (1) Given the reactants Cl[C:2]1[CH:3]=[CH:4][C:5]([N+:14]([O-])=O)=[C:6](S(N(C)C)(=O)=O)[CH:7]=1.[NH:17]1[CH2:22]COC[CH2:18]1.CN(C)S(C1[CH:33]=[C:32]([N:34]2[CH2:39][CH2:38][O:37][CH2:36][CH2:35]2)C=CC=1[N+]([O-])=O)(=O)=O.NC1C=CC(N2CC[O:54][CH2:53]C2)=CC=1S(N(C)C)(=O)=O.Cl[C:64]1[N:69]=[C:68]([NH:70][C:71]2[CH:76]=[CH:75][C:74]([N:77]3[CH2:82][CH2:81][O:80][CH2:79][CH2:78]3)=[CH:73][C:72]=2[S:83]([N:86]([CH3:88])[CH3:87])(=[O:85])=[O:84])[C:67]([Cl:89])=[CH:66][N:65]=1, predict the reaction product. The product is: [Cl:89][C:67]1[C:68]([NH:70][C:71]2[CH:76]=[CH:75][C:74]([N:77]3[CH2:78][CH2:79][O:80][CH2:81][CH2:82]3)=[CH:73][C:72]=2[S:83](=[O:84])(=[O:85])[N:86]([CH3:88])[CH3:87])=[N:69][C:64]([NH:14][C:5]2[C:6]([O:54][CH3:53])=[CH:7][C:2]3[CH2:38][CH2:39][N:34]([CH2:35][C:36]([N:17]([CH3:22])[CH3:18])=[O:37])[CH2:32][CH2:33][C:3]=3[CH:4]=2)=[N:65][CH:66]=1. (2) Given the reactants ClC(Cl)(Cl)C[N:4]([C:8]1[N:12]([CH3:13])[N:11]=[CH:10][CH:9]=1)[C:5](=[O:7])O.[F:16][C:17]1[C:22]([F:23])=[CH:21][CH:20]=[CH:19][C:18]=1[C:24]1[CH:29]=[CH:28][CH:27]=[C:26]([N:30]2[CH2:35][CH2:34][NH:33][CH2:32][CH2:31]2)[CH:25]=1, predict the reaction product. The product is: [F:16][C:17]1[C:22]([F:23])=[CH:21][CH:20]=[CH:19][C:18]=1[C:24]1[CH:29]=[CH:28][CH:27]=[C:26]([N:30]2[CH2:31][CH2:32][N:33]([C:5]([NH:4][C:8]3[N:12]([CH3:13])[N:11]=[CH:10][CH:9]=3)=[O:7])[CH2:34][CH2:35]2)[CH:25]=1. (3) Given the reactants [C:1]1([C:32]2[CH:37]=[CH:36][CH:35]=[CH:34][CH:33]=2)[CH:6]=[CH:5][C:4]([CH2:7][CH2:8][CH:9]([OH:31])[CH:10]([CH2:18][CH2:19][N:20]2[C:25](=[O:26])[C:24]3[CH:27]=[CH:28][CH:29]=[CH:30][C:23]=3[N:22]=[N:21]2)[C:11]([O:13]C(C)(C)C)=[O:12])=[CH:3][CH:2]=1.FC(F)(F)C(O)=O, predict the reaction product. The product is: [C:1]1([C:32]2[CH:37]=[CH:36][CH:35]=[CH:34][CH:33]=2)[CH:2]=[CH:3][C:4]([CH2:7][CH2:8][CH:9]([OH:31])[CH:10]([CH2:18][CH2:19][N:20]2[C:25](=[O:26])[C:24]3[CH:27]=[CH:28][CH:29]=[CH:30][C:23]=3[N:22]=[N:21]2)[C:11]([OH:13])=[O:12])=[CH:5][CH:6]=1. (4) Given the reactants Cl.[Cl:2][C:3]1[N:4]=[C:5]([C:10]([NH:12][C@H:13]2[CH2:18][CH2:17][NH:16][CH2:15][C@H:14]2[O:19][CH2:20][CH3:21])=[O:11])[NH:6][C:7]=1[CH2:8][CH3:9].Cl[C:23](=[O:28])[C:24]([O:26][CH3:27])=[O:25].C(N(CC)CC)C, predict the reaction product. The product is: [Cl:2][C:3]1[N:4]=[C:5]([C:10]([NH:12][C@H:13]2[CH2:18][CH2:17][N:16]([C:23](=[O:28])[C:24]([O:26][CH3:27])=[O:25])[CH2:15][C@H:14]2[O:19][CH2:20][CH3:21])=[O:11])[NH:6][C:7]=1[CH2:8][CH3:9]. (5) Given the reactants Br[C:2]1[CH:14]=[N:13][C:12]2[C:11]3[CH:10]=[C:9]([F:15])[C:8]([C:16]([O:18][CH3:19])=[O:17])=[CH:7][C:6]=3[NH:5][C:4]=2[CH:3]=1.[CH3:20][N:21]1[C:25]([Sn](CCCC)(CCCC)CCCC)=[C:24]([CH3:39])[N:23]=[N:22]1, predict the reaction product. The product is: [CH3:20][N:21]1[C:25]([C:2]2[CH:14]=[N:13][C:12]3[C:11]4[CH:10]=[C:9]([F:15])[C:8]([C:16]([O:18][CH3:19])=[O:17])=[CH:7][C:6]=4[NH:5][C:4]=3[CH:3]=2)=[C:24]([CH3:39])[N:23]=[N:22]1. (6) Given the reactants Br[C:2]1[S:3][C:4]([C:7]([O:9][CH3:10])=[O:8])=[CH:5][N:6]=1.[C:11]([C:15]1[CH:20]=[CH:19][C:18](B(O)O)=[CH:17][CH:16]=1)([CH3:14])([CH3:13])[CH3:12].O.P([O-])([O-])([O-])=O.[K+].[K+].[K+], predict the reaction product. The product is: [C:11]([C:15]1[CH:20]=[CH:19][C:18]([C:2]2[S:3][C:4]([C:7]([O:9][CH3:10])=[O:8])=[CH:5][N:6]=2)=[CH:17][CH:16]=1)([CH3:14])([CH3:13])[CH3:12].